This data is from Full USPTO retrosynthesis dataset with 1.9M reactions from patents (1976-2016). The task is: Predict the reactants needed to synthesize the given product. (1) Given the product [Br:24][C:8]1[C:9]2[CH:14]=[CH:13][C:12]([CH:15]=[O:16])=[CH:11][C:10]=2[S:6][CH:7]=1, predict the reactants needed to synthesize it. The reactants are: CN(C=O)C.[S:6]1[C:10]2[CH:11]=[C:12]([CH:15]=[O:16])[CH:13]=[CH:14][C:9]=2[CH:8]=[CH:7]1.C1C(=O)N([Br:24])C(=O)C1. (2) Given the product [CH:1]([O:4][C:5](=[O:34])[CH2:6][CH2:7][CH2:8][CH2:9][CH2:10][O:11][C:12]1[C:13]([NH:33][S:43]([C:40]2[CH:39]=[CH:38][C:37]([O:36][CH3:35])=[CH:42][CH:41]=2)(=[O:45])=[O:44])=[CH:14][C:15]2[N:19]=[C:18]([C:20]3[CH:21]=[CH:22][CH:23]=[CH:24][CH:25]=3)[N:17]([C:26]3[CH:27]=[CH:28][CH:29]=[CH:30][CH:31]=3)[C:16]=2[CH:32]=1)([CH3:3])[CH3:2], predict the reactants needed to synthesize it. The reactants are: [CH:1]([O:4][C:5](=[O:34])[CH2:6][CH2:7][CH2:8][CH2:9][CH2:10][O:11][C:12]1[C:13]([NH2:33])=[CH:14][C:15]2[N:19]=[C:18]([C:20]3[CH:25]=[CH:24][CH:23]=[CH:22][CH:21]=3)[N:17]([C:26]3[CH:31]=[CH:30][CH:29]=[CH:28][CH:27]=3)[C:16]=2[CH:32]=1)([CH3:3])[CH3:2].[CH3:35][O:36][C:37]1[CH:42]=[CH:41][C:40]([S:43](Cl)(=[O:45])=[O:44])=[CH:39][CH:38]=1. (3) The reactants are: [OH:1][C:2]1[CH:3]=[C:4]2[C:9](=[CH:10][CH:11]=1)[C:8]([C:12](=[O:28])[C:13]1[CH:18]=[CH:17][C:16]([O:19][CH2:20][CH2:21][N:22]3[CH2:27][CH2:26][CH2:25][CH2:24][CH2:23]3)=[CH:15][CH:14]=1)=[C:7]([O:29][S:30]([C:33]([F:36])([F:35])[F:34])(=[O:32])=[O:31])[CH:6]=[CH:5]2.[CH2:37](O)[C:38]1[CH:43]=[CH:42][CH:41]=[CH:40][CH:39]=1.C1C=CC(P(C2C=CC=CC=2)C2C=CC=CC=2)=CC=1.CC(OC(/N=N/C(OC(C)C)=O)=O)C. Given the product [CH2:37]([O:1][C:2]1[CH:3]=[C:4]2[C:9](=[CH:10][CH:11]=1)[C:8]([C:12](=[O:28])[C:13]1[CH:14]=[CH:15][C:16]([O:19][CH2:20][CH2:21][N:22]3[CH2:27][CH2:26][CH2:25][CH2:24][CH2:23]3)=[CH:17][CH:18]=1)=[C:7]([O:29][S:30]([C:33]([F:35])([F:36])[F:34])(=[O:32])=[O:31])[CH:6]=[CH:5]2)[C:38]1[CH:43]=[CH:42][CH:41]=[CH:40][CH:39]=1, predict the reactants needed to synthesize it. (4) Given the product [C:28]([C:8]1[CH:7]=[N:6][N:5]2[CH:31]=[C:2]([C:79]3[CH:80]=[N:81][C:76]([CH2:75][N:66]4[C:65](=[O:64])[C:73]5[C:68](=[CH:69][CH:70]=[CH:71][CH:72]=5)[C:67]4=[O:74])=[CH:77][CH:78]=3)[CH:3]=[C:4]2[C:9]=1[NH:10][C@H:11]1[C@@H:15]([CH2:16][CH3:17])[CH2:14][N:13]([C:18]([O:20][CH2:21][C:22]2[CH:27]=[CH:26][CH:25]=[CH:24][CH:23]=2)=[O:19])[CH2:12]1)(=[O:30])[NH2:29], predict the reactants needed to synthesize it. The reactants are: Br[C:2]1[CH:3]=[C:4]2[C:9]([NH:10][C@H:11]3[C@@H:15]([CH2:16][CH3:17])[CH2:14][N:13]([C:18]([O:20][CH2:21][C:22]4[CH:27]=[CH:26][CH:25]=[CH:24][CH:23]=4)=[O:19])[CH2:12]3)=[C:8]([C:28](=[O:30])[NH2:29])[CH:7]=[N:6][N:5]2[CH:31]=1.BrC1C=C2C(Cl)=C(C(N)=O)C=NN2C=1.N[C@H]1[C@@H](CC)CN(C(OCC2C=CC=CC=2)=O)C1.[O:64]=[C:65]1[C:73]2[C:68](=[CH:69][CH:70]=[CH:71][CH:72]=2)[C:67](=[O:74])[N:66]1[CH2:75][C:76]1[N:81]=[CH:80][C:79](B(O)O)=[CH:78][CH:77]=1.P([O-])([O-])([O-])=O.[K+].[K+].[K+].